From a dataset of NCI-60 drug combinations with 297,098 pairs across 59 cell lines. Regression. Given two drug SMILES strings and cell line genomic features, predict the synergy score measuring deviation from expected non-interaction effect. (1) Drug 1: CC1C(C(CC(O1)OC2CC(CC3=C2C(=C4C(=C3O)C(=O)C5=C(C4=O)C(=CC=C5)OC)O)(C(=O)C)O)N)O.Cl. Drug 2: CN(C)C1=NC(=NC(=N1)N(C)C)N(C)C. Cell line: A549. Synergy scores: CSS=29.1, Synergy_ZIP=3.07, Synergy_Bliss=4.72, Synergy_Loewe=-28.4, Synergy_HSA=1.27. (2) Drug 2: CCC1(C2=C(COC1=O)C(=O)N3CC4=CC5=C(C=CC(=C5CN(C)C)O)N=C4C3=C2)O.Cl. Cell line: EKVX. Drug 1: C1=CC(=CC=C1CCC2=CNC3=C2C(=O)NC(=N3)N)C(=O)NC(CCC(=O)O)C(=O)O. Synergy scores: CSS=2.56, Synergy_ZIP=0.402, Synergy_Bliss=2.73, Synergy_Loewe=2.16, Synergy_HSA=1.42.